From a dataset of Merck oncology drug combination screen with 23,052 pairs across 39 cell lines. Regression. Given two drug SMILES strings and cell line genomic features, predict the synergy score measuring deviation from expected non-interaction effect. (1) Drug 1: COC1CC2CCC(C)C(O)(O2)C(=O)C(=O)N2CCCCC2C(=O)OC(C(C)CC2CCC(OP(C)(C)=O)C(OC)C2)CC(=O)C(C)C=C(C)C(O)C(OC)C(=O)C(C)CC(C)C=CC=CC=C1C. Drug 2: NC1CCCCC1N.O=C(O)C(=O)O.[Pt+2]. Cell line: SKOV3. Synergy scores: synergy=16.4. (2) Drug 1: O=S1(=O)NC2(CN1CC(F)(F)F)C1CCC2Cc2cc(C=CCN3CCC(C(F)(F)F)CC3)ccc2C1. Drug 2: CS(=O)(=O)CCNCc1ccc(-c2ccc3ncnc(Nc4ccc(OCc5cccc(F)c5)c(Cl)c4)c3c2)o1. Cell line: COLO320DM. Synergy scores: synergy=-7.15. (3) Drug 1: CC1CC2C3CCC4=CC(=O)C=CC4(C)C3(F)C(O)CC2(C)C1(O)C(=O)CO. Drug 2: O=C(O)C1(Cc2cccc(Nc3nccs3)n2)CCC(Oc2cccc(Cl)c2F)CC1. Cell line: T47D. Synergy scores: synergy=14.3. (4) Synergy scores: synergy=0.233. Drug 1: N#Cc1ccc(Cn2cncc2CN2CCN(c3cccc(Cl)c3)C(=O)C2)cc1. Drug 2: CC1(c2nc3c(C(N)=O)cccc3[nH]2)CCCN1. Cell line: HCT116. (5) Drug 1: NC(=O)c1cccc2cn(-c3ccc(C4CCCNC4)cc3)nc12. Drug 2: CC1(c2nc3c(C(N)=O)cccc3[nH]2)CCCN1. Cell line: OV90. Synergy scores: synergy=0.235. (6) Drug 1: N#Cc1ccc(Cn2cncc2CN2CCN(c3cccc(Cl)c3)C(=O)C2)cc1. Drug 2: COC1CC2CCC(C)C(O)(O2)C(=O)C(=O)N2CCCCC2C(=O)OC(C(C)CC2CCC(OP(C)(C)=O)C(OC)C2)CC(=O)C(C)C=C(C)C(O)C(OC)C(=O)C(C)CC(C)C=CC=CC=C1C. Cell line: CAOV3. Synergy scores: synergy=22.5. (7) Drug 1: O=P1(N(CCCl)CCCl)NCCCO1. Drug 2: COC1=C2CC(C)CC(OC)C(O)C(C)C=C(C)C(OC(N)=O)C(OC)C=CC=C(C)C(=O)NC(=CC1=O)C2=O. Cell line: PA1. Synergy scores: synergy=-10.4. (8) Drug 1: COc1cc(C2c3cc4c(cc3C(OC3OC5COC(C)OC5C(O)C3O)C3COC(=O)C23)OCO4)cc(OC)c1O. Drug 2: COC1CC2CCC(C)C(O)(O2)C(=O)C(=O)N2CCCCC2C(=O)OC(C(C)CC2CCC(OP(C)(C)=O)C(OC)C2)CC(=O)C(C)C=C(C)C(O)C(OC)C(=O)C(C)CC(C)C=CC=CC=C1C. Cell line: KPL1. Synergy scores: synergy=47.4. (9) Drug 1: N#Cc1ccc(Cn2cncc2CN2CCN(c3cccc(Cl)c3)C(=O)C2)cc1. Drug 2: COc1cc(C2c3cc4c(cc3C(OC3OC5COC(C)OC5C(O)C3O)C3COC(=O)C23)OCO4)cc(OC)c1O. Cell line: ZR751. Synergy scores: synergy=20.0. (10) Drug 1: O=S1(=O)NC2(CN1CC(F)(F)F)C1CCC2Cc2cc(C=CCN3CCC(C(F)(F)F)CC3)ccc2C1. Drug 2: O=C(CCCCCCC(=O)Nc1ccccc1)NO. Cell line: NCIH23. Synergy scores: synergy=-5.45.